Dataset: Forward reaction prediction with 1.9M reactions from USPTO patents (1976-2016). Task: Predict the product of the given reaction. (1) Given the reactants F[C:2]1[C:7]([CH2:8][OH:9])=[CH:6][CH:5]=[CH:4][N:3]=1.[NH:10]1[CH2:15][CH2:14][NH:13][CH2:12][CH2:11]1.C(N(CC)C(C)C)(C)C, predict the reaction product. The product is: [N:10]1([C:2]2[C:7]([CH2:8][OH:9])=[CH:6][CH:5]=[CH:4][N:3]=2)[CH2:15][CH2:14][NH:13][CH2:12][CH2:11]1. (2) Given the reactants [CH3:1][C:2]1[C:8]([CH3:9])=[C:7]([OH:10])[CH:6]=[CH:5][C:3]=1O.[H-].[Na+].[CH3:13]I.CN([CH:18]=[O:19])C, predict the reaction product. The product is: [CH3:13][O:10][C:7]1[CH:6]=[CH:5][C:3]([O:19][CH3:18])=[C:2]([CH3:1])[C:8]=1[CH3:9]. (3) Given the reactants C(NC(C)C)(C)C.C([Li])CCC.C([N-]C(C)C)(C)C.[Li+].[Si:21]([O:28][C:29]1[CH:38]=[CH:37][C:32]2[C:33]([CH3:36])=[N:34][O:35][C:31]=2[C:30]=1[CH2:39][O:40][Si:41]([C:44]([CH3:47])([CH3:46])[CH3:45])([CH3:43])[CH3:42])([C:24]([CH3:27])([CH3:26])[CH3:25])([CH3:23])[CH3:22].I[CH2:49][CH:50]1[CH2:55][CH2:54][N:53]([C:56]([O:58][C:59]([CH3:62])([CH3:61])[CH3:60])=[O:57])[CH2:52][CH2:51]1.[Cl-].[NH4+], predict the reaction product. The product is: [Si:21]([O:28][C:29]1[CH:38]=[CH:37][C:32]2[C:33]([CH2:36][CH2:49][CH:50]3[CH2:55][CH2:54][N:53]([C:56]([O:58][C:59]([CH3:60])([CH3:62])[CH3:61])=[O:57])[CH2:52][CH2:51]3)=[N:34][O:35][C:31]=2[C:30]=1[CH2:39][O:40][Si:41]([C:44]([CH3:47])([CH3:46])[CH3:45])([CH3:42])[CH3:43])([C:24]([CH3:25])([CH3:27])[CH3:26])([CH3:22])[CH3:23]. (4) Given the reactants [Cl:1][C:2]1[N:3]=[C:4]([O:9][CH3:10])[C:5]([NH2:8])=[N:6][CH:7]=1.[Cl:11][C:12]1[C:17]([Cl:18])=[CH:16][CH:15]=[CH:14][C:13]=1[S:19](Cl)(=[O:21])=[O:20], predict the reaction product. The product is: [Cl:11][C:12]1[C:17]([Cl:18])=[CH:16][CH:15]=[CH:14][C:13]=1[S:19]([NH:8][C:5]1[C:4]([O:9][CH3:10])=[N:3][C:2]([Cl:1])=[CH:7][N:6]=1)(=[O:21])=[O:20]. (5) The product is: [Cl:7][C:8]1[CH:9]=[C:10]([CH2:23][N:24]2[C:28]([CH3:29])=[CH:27][C:26]([C:30]([NH:33][N:34]3[CH2:39][CH2:38][O:37][CH2:36][CH2:35]3)=[O:32])=[N:25]2)[C:11]2[O:15][C:14]([C:16]3[CH:21]=[CH:20][CH:19]=[CH:18][N:17]=3)=[CH:13][C:12]=2[CH:22]=1. Given the reactants C(Cl)(=O)C(Cl)=O.[Cl:7][C:8]1[CH:9]=[C:10]([CH2:23][N:24]2[C:28]([CH3:29])=[CH:27][C:26]([C:30]([OH:32])=O)=[N:25]2)[C:11]2[O:15][C:14]([C:16]3[CH:21]=[CH:20][CH:19]=[CH:18][N:17]=3)=[CH:13][C:12]=2[CH:22]=1.[NH2:33][N:34]1[CH2:39][CH2:38][O:37][CH2:36][CH2:35]1, predict the reaction product. (6) Given the reactants FC(F)(F)C1C=CC=C(C(F)(F)F)C=1.[F:15][C:16]1[CH:17]=[C:18]([CH:22]=[CH:23][CH:24]=1)[C:19](Cl)=[O:20].[H][H], predict the reaction product. The product is: [F:15][C:16]1[CH:17]=[C:18]([CH:22]=[CH:23][CH:24]=1)[CH:19]=[O:20].